From a dataset of Retrosynthesis with 50K atom-mapped reactions and 10 reaction types from USPTO. Predict the reactants needed to synthesize the given product. Given the product C=CC(=O)N1CCCC[C@H]1c1nc(-c2ccc(C(=O)Nc3cc(CCC)ccn3)cc2)c2c(C)nccn12, predict the reactants needed to synthesize it. The reactants are: C=CC(=O)O.CCCc1ccnc(NC(=O)c2ccc(-c3nc([C@@H]4CCCCN4)n4ccnc(C)c34)cc2)c1.